From a dataset of Reaction yield outcomes from USPTO patents with 853,638 reactions. Predict the reaction yield, written as a fraction of the theoretical maximum amount of product (1.0 means a 100% yield; for example, 0.34 means a 34% yield). The reactants are [O:1]=[C:2]1[C@@H:11]2[CH2:12][N:13](C(OC(C)(C)C)=O)[CH2:14][C@H:10]2[C:9]2[CH:8]=[CH:7][CH:6]=[C:5]([C:22]([F:25])([F:24])[F:23])[C:4]=2[NH:3]1.[ClH:26]. The catalyst is CCOCC. The product is [ClH:26].[F:25][C:22]([F:23])([F:24])[C:5]1[C:4]2[NH:3][C:2](=[O:1])[C@@H:11]3[CH2:12][NH:13][CH2:14][C@H:10]3[C:9]=2[CH:8]=[CH:7][CH:6]=1. The yield is 0.850.